This data is from Reaction yield outcomes from USPTO patents with 853,638 reactions. The task is: Predict the reaction yield, written as a fraction of the theoretical maximum amount of product (1.0 means a 100% yield; for example, 0.34 means a 34% yield). (1) The reactants are [C:1]1([N:7]=[C:8]=[O:9])[CH:6]=[CH:5][CH:4]=[CH:3][CH:2]=1.[NH2:10][CH2:11][CH2:12][CH2:13][NH:14][C:15]1[C:25]2[CH2:24][CH2:23][N:22]([C:26](=[O:31])[C:27]([F:30])([F:29])[F:28])[CH2:21][CH2:20][C:19]=2[CH:18]=[CH:17][C:16]=1[Cl:32]. The catalyst is C(Cl)Cl. The product is [Cl:32][C:16]1[CH:17]=[CH:18][C:19]2[CH2:20][CH2:21][N:22]([C:26](=[O:31])[C:27]([F:29])([F:28])[F:30])[CH2:23][CH2:24][C:25]=2[C:15]=1[NH:14][CH2:13][CH2:12][CH2:11][NH:10][C:8]([NH:7][C:1]1[CH:6]=[CH:5][CH:4]=[CH:3][CH:2]=1)=[O:9]. The yield is 0.280. (2) The reactants are C([N:8]1[CH2:12][CH2:11][CH:10]([CH2:13][NH:14][C:15](=[O:21])[O:16][C:17]([CH3:20])([CH3:19])[CH3:18])[CH2:9]1)C1C=CC=CC=1. The catalyst is CCOC(C)=O.[OH-].[OH-].[Pd+2]. The product is [NH:8]1[CH2:12][CH2:11][CH:10]([CH2:13][NH:14][C:15](=[O:21])[O:16][C:17]([CH3:19])([CH3:18])[CH3:20])[CH2:9]1. The yield is 0.900. (3) The reactants are [F:1][C:2]1[CH:7]=[C:6]([F:8])[CH:5]=[CH:4][C:3]=1[N:9]1[C:13]([C:14]2[S:23][C:22]3[C:21]4[N:24]=[C:25]([N:28]5[CH2:33][C@H:32]([CH3:34])[N:31]([C:35](=O)[C:36]([F:39])([F:38])[F:37])[C@H:30]([CH3:41])[CH2:29]5)[CH:26]=[CH:27][C:20]=4[O:19][CH2:18][CH2:17][C:16]=3[CH:15]=2)=[N:12][CH:11]=[N:10]1.B.CSC. The catalyst is O1CCCC1. The product is [F:1][C:2]1[CH:7]=[C:6]([F:8])[CH:5]=[CH:4][C:3]=1[N:9]1[C:13]([C:14]2[S:23][C:22]3[C:21]4[N:24]=[C:25]([N:28]5[CH2:33][C@H:32]([CH3:34])[N:31]([CH2:35][C:36]([F:37])([F:38])[F:39])[C@H:30]([CH3:41])[CH2:29]5)[CH:26]=[CH:27][C:20]=4[O:19][CH2:18][CH2:17][C:16]=3[CH:15]=2)=[N:12][CH:11]=[N:10]1. The yield is 0.610. (4) The reactants are Br[C:2]1[CH:6]=[CH:5][S:4][CH:3]=1.[S:7]1[CH:11]=[CH:10][C:9](B(O)O)=[CH:8]1.C(=O)([O-])[O-].[Na+].[Na+]. The catalyst is COCCOC.C(OCC)(=O)C.O.C1C=CC([P]([Pd]([P](C2C=CC=CC=2)(C2C=CC=CC=2)C2C=CC=CC=2)([P](C2C=CC=CC=2)(C2C=CC=CC=2)C2C=CC=CC=2)[P](C2C=CC=CC=2)(C2C=CC=CC=2)C2C=CC=CC=2)(C2C=CC=CC=2)C2C=CC=CC=2)=CC=1. The product is [S:4]1[CH:5]=[CH:6][C:2]([C:9]2[CH:10]=[CH:11][S:7][CH:8]=2)=[CH:3]1. The yield is 0.550. (5) The reactants are Cl[C:2]1[CH:7]=[CH:6][N:5]=[C:4]2[CH:8]=[C:9]([I:11])[S:10][C:3]=12.[N+:12]([C:15]1[CH:20]=[CH:19][C:18]([OH:21])=[C:17]([F:22])[CH:16]=1)([O-:14])=[O:13].C([O-])([O-])=O.[K+].[K+]. The catalyst is O(C1C=CC=CC=1)C1C=CC=CC=1.C(Cl)Cl. The product is [F:22][C:17]1[CH:16]=[C:15]([N+:12]([O-:14])=[O:13])[CH:20]=[CH:19][C:18]=1[O:21][C:2]1[CH:7]=[CH:6][N:5]=[C:4]2[CH:8]=[C:9]([I:11])[S:10][C:3]=12. The yield is 0.740. (6) The reactants are Cl.[NH2:2][OH:3].C(=O)([O-])[O-].[K+].[K+].Cl.[Cl:11][C:12]1[CH:21]=[C:20]([NH:22][C:23]2[C:32]3[C:27](=[CH:28][CH:29]=[CH:30][C:31]=3[O:33][CH:34]3[CH2:39][CH2:38][N:37]([CH3:40])[CH2:36][CH2:35]3)[N:26]=[CH:25][N:24]=2)[CH:19]=[CH:18][C:13]=1[O:14][CH2:15][C:16]#[N:17]. The catalyst is C(O)C.O. The product is [Cl:11][C:12]1[CH:21]=[C:20]([NH:22][C:23]2[C:32]3[C:27](=[CH:28][CH:29]=[CH:30][C:31]=3[O:33][CH:34]3[CH2:35][CH2:36][N:37]([CH3:40])[CH2:38][CH2:39]3)[N:26]=[CH:25][N:24]=2)[CH:19]=[CH:18][C:13]=1[O:14][CH2:15][C:16]([NH:2][OH:3])=[NH:17]. The yield is 0.820. (7) The reactants are Cl.[NH2:2][CH2:3][C:4]([C:6]1[CH:11]=[CH:10][CH:9]=[CH:8][CH:7]=1)=[O:5].[Cl:12][C:13]1[CH:18]=[CH:17][C:16]([S:19](Cl)(=[O:21])=[O:20])=[CH:15][CH:14]=1.CCN(CC)CC.O. The catalyst is CN(C=O)C. The product is [Cl:12][C:13]1[CH:18]=[CH:17][C:16]([S:19]([NH:2][CH2:3][C:4](=[O:5])[C:6]2[CH:11]=[CH:10][CH:9]=[CH:8][CH:7]=2)(=[O:21])=[O:20])=[CH:15][CH:14]=1. The yield is 0.508. (8) The reactants are [CH:1]([C:3]1[CH:4]=[CH:5][C:6]([O:11][C:12]2[CH:17]=[CH:16][CH:15]=[C:14]([C:18]([F:21])([F:20])[F:19])[CH:13]=2)=[C:7]([CH:10]=1)[C:8]#[N:9])=[O:2].[BH4-].[Na+]. The catalyst is C(O)C. The product is [OH:2][CH2:1][C:3]1[CH:4]=[CH:5][C:6]([O:11][C:12]2[CH:17]=[CH:16][CH:15]=[C:14]([C:18]([F:19])([F:20])[F:21])[CH:13]=2)=[C:7]([CH:10]=1)[C:8]#[N:9]. The yield is 0.890.